Dataset: Full USPTO retrosynthesis dataset with 1.9M reactions from patents (1976-2016). Task: Predict the reactants needed to synthesize the given product. (1) Given the product [C:1]([C:3]1[CH:4]=[C:5]([CH:10]=[CH:11][C:12]=1[CH2:13][CH3:14])[C:6]([OH:8])=[O:7])#[N:2], predict the reactants needed to synthesize it. The reactants are: [C:1]([C:3]1[CH:4]=[C:5]([CH:10]=[CH:11][C:12]=1[CH2:13][CH3:14])[C:6]([O:8]C)=[O:7])#[N:2].[OH-].[Na+]. (2) Given the product [S:1]1[C:9]2[C:4](=[N:5][CH:6]=[CH:7][CH:8]=2)[N:3]=[C:2]1[O:10][C:11]1[CH:18]=[CH:17][C:14]([CH2:15][N:19]2[CH2:24][CH2:23][O:22][CH:21]([CH2:25][OH:26])[CH2:20]2)=[CH:13][CH:12]=1, predict the reactants needed to synthesize it. The reactants are: [S:1]1[C:9]2[C:4](=[N:5][CH:6]=[CH:7][CH:8]=2)[N:3]=[C:2]1[O:10][C:11]1[CH:18]=[CH:17][C:14]([CH:15]=O)=[CH:13][CH:12]=1.[NH:19]1[CH2:24][CH2:23][O:22][CH:21]([CH2:25][OH:26])[CH2:20]1.C(O[BH-](OC(=O)C)OC(=O)C)(=O)C.[Na+]. (3) Given the product [CH3:24][C:21]1[CH:22]=[CH:23][C:18]([S:15]([N:5]([C@H:6]([C:12]([OH:14])=[O:13])[CH2:7][CH2:8][CH2:9][CH2:10][NH:11][C:49]([C@@H:33]([NH:32][C:30]([O:29][C:25]([CH3:28])([CH3:27])[CH3:26])=[O:31])[CH2:34][C:35]2[CH:36]=[CH:37][C:38]([O:41][CH2:42][C:43]3[CH:44]=[CH:45][CH:46]=[CH:47][CH:48]=3)=[CH:39][CH:40]=2)=[O:50])[CH2:1][CH:2]([CH3:3])[CH3:4])(=[O:17])=[O:16])=[CH:19][CH:20]=1, predict the reactants needed to synthesize it. The reactants are: [CH2:1]([N:5]([S:15]([C:18]1[CH:23]=[CH:22][C:21]([CH3:24])=[CH:20][CH:19]=1)(=[O:17])=[O:16])[C@H:6]([C:12]([OH:14])=[O:13])[CH2:7][CH2:8][CH2:9][CH2:10][NH2:11])[CH:2]([CH3:4])[CH3:3].[C:25]([O:29][C:30]([NH:32][C@H:33]([C:49](O)=[O:50])[CH2:34][C:35]1[CH:40]=[CH:39][C:38]([O:41][CH2:42][C:43]2[CH:48]=[CH:47][CH:46]=[CH:45][CH:44]=2)=[CH:37][CH:36]=1)=[O:31])([CH3:28])([CH3:27])[CH3:26]. (4) The reactants are: [I-].[CH3:2][S+](C)(C)=O.[H-].[Na+].[CH2:9]([O:11][C:12](=[O:37])/[CH:13]=[CH:14]\[C:15]1[C:23]2[C:18](=[CH:19][CH:20]=[C:21]([O:24][CH3:25])[CH:22]=2)[N:17]([S:26]([C:29]2[CH:34]=[CH:33][C:32]([O:35][CH3:36])=[CH:31][CH:30]=2)(=[O:28])=[O:27])[CH:16]=1)[CH3:10].O. Given the product [CH2:9]([O:11][C:12]([CH:13]1[CH2:2][CH:14]1[C:15]1[C:23]2[C:18](=[CH:19][CH:20]=[C:21]([O:24][CH3:25])[CH:22]=2)[N:17]([S:26]([C:29]2[CH:30]=[CH:31][C:32]([O:35][CH3:36])=[CH:33][CH:34]=2)(=[O:27])=[O:28])[CH:16]=1)=[O:37])[CH3:10], predict the reactants needed to synthesize it. (5) Given the product [Br:1][C:2]1[C:3]([N:24]([CH2:25][CH2:26][CH2:27][OH:28])[CH3:23])=[N:4][CH:5]=[C:6]([CH:21]=1)[C:7]([NH:9][C:10]1[CH:15]=[CH:14][C:13]([O:16][C:17]([F:20])([F:19])[F:18])=[CH:12][CH:11]=1)=[O:8].[CH3:29][CH2:30][N:31]([CH:35]([CH3:37])[CH3:36])[CH:32]([CH3:34])[CH3:33].[ClH:22], predict the reactants needed to synthesize it. The reactants are: [Br:1][C:2]1[C:3]([Cl:22])=[N:4][CH:5]=[C:6]([CH:21]=1)[C:7]([NH:9][C:10]1[CH:15]=[CH:14][C:13]([O:16][C:17]([F:20])([F:19])[F:18])=[CH:12][CH:11]=1)=[O:8].[CH3:23][NH:24][CH2:25][CH2:26][CH2:27][OH:28].[CH3:29][CH2:30][N:31]([CH:35]([CH3:37])[CH3:36])[CH:32]([CH3:34])[CH3:33]. (6) Given the product [C:30]([CH2:29][O:27][C:4]1[CH:3]=[C:2]([F:1])[CH:7]=[CH:6][C:5]=1[C:8]1[CH:13]=[CH:12][C:11]([N:14]2[CH:18]=[C:17]([NH:19][C:20]([NH2:22])=[O:21])[C:16]([C:23]([NH2:25])=[O:24])=[N:15]2)=[CH:10][C:9]=1[CH3:26])#[N:31], predict the reactants needed to synthesize it. The reactants are: [F:1][C:2]1[CH:7]=[CH:6][C:5]([C:8]2[CH:13]=[CH:12][C:11]([N:14]3[CH:18]=[C:17]([NH:19][C:20]([NH2:22])=[O:21])[C:16]([C:23]([NH2:25])=[O:24])=[N:15]3)=[CH:10][C:9]=2[CH3:26])=[C:4]([OH:27])[CH:3]=1.Br[CH2:29][C:30]#[N:31].C(=O)([O-])[O-].[K+].[K+]. (7) The reactants are: [CH2:1]([O:5][C:6]1[N:14]=[C:13]2[C:9]([N:10]=[C:11]([O:24]C)[N:12]2[CH2:15][CH2:16][CH2:17][CH:18]2[CH2:23][CH2:22][NH:21][CH2:20][CH2:19]2)=[C:8]([NH2:26])[N:7]=1)[CH2:2][CH2:3][CH3:4].I[CH2:28][CH:29]1[CH2:33][CH2:32][CH2:31][CH2:30]1. Given the product [NH2:26][C:8]1[N:7]=[C:6]([O:5][CH2:1][CH2:2][CH2:3][CH3:4])[N:14]=[C:13]2[C:9]=1[NH:10][C:11](=[O:24])[N:12]2[CH2:15][CH2:16][CH2:17][CH:18]1[CH2:19][CH2:20][N:21]([CH2:28][CH:29]2[CH2:33][CH2:32][CH2:31][CH2:30]2)[CH2:22][CH2:23]1, predict the reactants needed to synthesize it. (8) The reactants are: [CH3:1][O:2][C:3]1[CH:38]=[CH:37][CH:36]=[CH:35][C:4]=1[O:5][C:6]1[CH:34]=[CH:33][C:9]([NH:10][C:11]2[C:20]3[C:15](=[CH:16][C:17]([O:23]CC4C=CC=CC=4)=[C:18]([O:21][CH3:22])[CH:19]=3)[N:14]=[CH:13][C:12]=2[C:31]#[N:32])=[CH:8][CH:7]=1.C1(SC)C=CC=CC=1. Given the product [CH3:1][O:2][C:3]1[CH:38]=[CH:37][CH:36]=[CH:35][C:4]=1[O:5][C:6]1[CH:34]=[CH:33][C:9]([NH:10][C:11]2[C:20]3[C:15](=[CH:16][C:17]([OH:23])=[C:18]([O:21][CH3:22])[CH:19]=3)[N:14]=[CH:13][C:12]=2[C:31]#[N:32])=[CH:8][CH:7]=1, predict the reactants needed to synthesize it. (9) The reactants are: C1(C[N:8](CC2C=CC=CC=2)[CH2:9][C@@H:10]([C:12]2[CH:13]=[CH:14][C:15]([O:21][CH2:22][O:23][CH2:24][CH2:25][Si:26]([CH3:29])([CH3:28])[CH3:27])=[C:16]([NH:18][CH:19]=[O:20])[CH:17]=2)[OH:11])C=CC=CC=1.[H][H]. Given the product [NH2:8][CH2:9][C@@H:10]([C:12]1[CH:13]=[CH:14][C:15]([O:21][CH2:22][O:23][CH2:24][CH2:25][Si:26]([CH3:29])([CH3:28])[CH3:27])=[C:16]([NH:18][CH:19]=[O:20])[CH:17]=1)[OH:11], predict the reactants needed to synthesize it. (10) Given the product [Cl:1][C:2]1[CH:23]=[CH:22][C:21]([OH:24])=[CH:20][C:3]=1[C:4]([NH:6][C:7]1[CH:8]=[N:9][C:10]([NH:13][C:14]2[CH:15]=[N:16][CH:17]=[CH:18][CH:19]=2)=[N:11][CH:12]=1)=[O:5], predict the reactants needed to synthesize it. The reactants are: [Cl:1][C:2]1[CH:23]=[CH:22][C:21]([O:24]C)=[CH:20][C:3]=1[C:4]([NH:6][C:7]1[CH:8]=[N:9][C:10]([NH:13][C:14]2[CH:15]=[N:16][CH:17]=[CH:18][CH:19]=2)=[N:11][CH:12]=1)=[O:5].B(Br)(Br)Br.